Predict the reactants needed to synthesize the given product. From a dataset of Full USPTO retrosynthesis dataset with 1.9M reactions from patents (1976-2016). (1) Given the product [Cl:1][C:2]1[CH:3]=[CH:4][C:5]2[C:15](=[CH:16][C:17]3[CH:18]=[C:19]([OH:35])[CH:20]=[CH:21][CH:22]=3)[C:10]3=[N:11][CH:12]=[CH:13][CH:14]=[C:9]3[CH2:8][CH2:7][C:6]=2[CH:32]=1, predict the reactants needed to synthesize it. The reactants are: [Cl:1][C:2]1[CH:3]=[CH:4][C:5]2[C:15](=[CH:16][C:17]3[CH:22]=[CH:21][CH:20]=[C:19](B4OC(C)(C)C(C)(C)O4)[CH:18]=3)[C:10]3=[N:11][CH:12]=[CH:13][CH:14]=[C:9]3[CH2:8][CH2:7][C:6]=2[CH:32]=1.CC(O)=[O:35].O.OO. (2) Given the product [F:38][C:2]([F:39])([F:1])[C:3]1[CH:4]=[C:5]([CH:31]=[C:32]([C:34]([F:37])([F:35])[F:36])[CH:33]=1)[CH2:6][N:7]1[CH2:14][CH2:13][CH2:12][NH:11][C:10]2[N:15]=[C:16]([N:50]3[CH2:51][CH2:52][N:47]([S:54]([CH3:53])(=[O:56])=[O:55])[CH2:48][CH2:49]3)[N:17]=[C:18]([C:19]3[CH:24]=[CH:23][CH:22]=[CH:21][C:20]=3[CH3:25])[C:9]=2[C:8]1=[O:30], predict the reactants needed to synthesize it. The reactants are: [F:1][C:2]([F:39])([F:38])[C:3]1[CH:4]=[C:5]([CH:31]=[C:32]([C:34]([F:37])([F:36])[F:35])[CH:33]=1)[CH2:6][N:7]1[CH2:14][CH2:13][CH2:12][NH:11][C:10]2[N:15]=[C:16](S(C)(=O)=O)[N:17]=[C:18]([C:19]3[CH:24]=[CH:23][CH:22]=[CH:21][C:20]=3[CH3:25])[C:9]=2[C:8]1=[O:30].C(OC([N:47]1[CH2:52][CH2:51][NH:50][CH2:49][CH2:48]1)=O)(C)(C)C.[CH3:53][S:54](Cl)(=[O:56])=[O:55]. (3) Given the product [C:1]([C:5]1[CH:28]=[CH:27][C:8]([C:9]([NH:11][C:12]2[CH:17]=[CH:16][CH:15]=[C:14]([C:18]3[CH:23]=[CH:22][NH:21][C:20](=[O:24])[CH:19]=3)[C:13]=2[CH3:26])=[O:10])=[CH:7][CH:6]=1)([CH3:4])([CH3:2])[CH3:3], predict the reactants needed to synthesize it. The reactants are: [C:1]([C:5]1[CH:28]=[CH:27][C:8]([C:9]([NH:11][C:12]2[CH:17]=[CH:16][CH:15]=[C:14]([C:18]3[CH:23]=[CH:22][N:21]=[C:20]([O:24]C)[CH:19]=3)[C:13]=2[CH3:26])=[O:10])=[CH:7][CH:6]=1)([CH3:4])([CH3:3])[CH3:2].P(Br)(Br)Br.C([O-])(O)=O.[Na+].